This data is from Forward reaction prediction with 1.9M reactions from USPTO patents (1976-2016). The task is: Predict the product of the given reaction. The product is: [CH2:33]([N:28]1[CH2:29][CH2:30][CH:25]([CH2:24][CH2:23][O:22][C:15]2[N:14]=[CH:13][C:12]([C:8]3[N:7]=[C:6]([C:31]#[N:32])[N:5]=[C:4]4[C:9]=3[N:10]=[CH:11][N:3]4[CH3:2])=[CH:17][C:16]=2[C:18]([F:21])([F:19])[F:20])[CH2:26][CH2:27]1)[CH3:34]. Given the reactants Cl.[CH3:2][N:3]1[CH:11]=[N:10][C:9]2[C:4]1=[N:5][C:6]([C:31]#[N:32])=[N:7][C:8]=2[C:12]1[CH:13]=[N:14][C:15]([O:22][CH2:23][CH2:24][CH:25]2[CH2:30][CH2:29][NH:28][CH2:27][CH2:26]2)=[C:16]([C:18]([F:21])([F:20])[F:19])[CH:17]=1.[C:33](O[BH-](OC(=O)C)OC(=O)C)(=O)[CH3:34].[Na+].C(=O)C.C([O-])(O)=O.[Na+], predict the reaction product.